Dataset: Forward reaction prediction with 1.9M reactions from USPTO patents (1976-2016). Task: Predict the product of the given reaction. (1) Given the reactants [NH2:1][C:2]1[CH:3]=[C:4]([CH:21]=[CH:22][CH:23]=1)[O:5][C:6]1[CH:7]=[CH:8][C:9]2[N:10]([CH:12]=[C:13]([NH:15][C:16]([CH:18]3[CH2:20][CH2:19]3)=[O:17])[N:14]=2)[N:11]=1.[Cl:24][C:25]1[CH:30]=[C:29]([C:31](O)=[O:32])[CH:28]=[C:27]([CH3:34])[N:26]=1.Cl.CN(C)CCCN=C=NCC.ON1C2C=CC=CC=2N=N1.[Cl-].[NH4+], predict the reaction product. The product is: [Cl:24][C:25]1[CH:30]=[C:29]([CH:28]=[C:27]([CH3:34])[N:26]=1)[C:31]([NH:1][C:2]1[CH:23]=[CH:22][CH:21]=[C:4]([O:5][C:6]2[CH:7]=[CH:8][C:9]3[N:10]([CH:12]=[C:13]([NH:15][C:16]([CH:18]4[CH2:20][CH2:19]4)=[O:17])[N:14]=3)[N:11]=2)[CH:3]=1)=[O:32]. (2) Given the reactants [CH2:1]([O:8][C:9]1[C:17]2[C:12](=[N:13][CH:14]=[CH:15][CH:16]=2)[S:11][C:10]=1C(O)=O)[C:2]1[CH:7]=[CH:6][CH:5]=[CH:4][CH:3]=1.C1(P(N=[N+]=[N-])(C2C=CC=CC=2)=[O:28])C=CC=CC=1.[NH2:38][C:39]1[C:40]([OH:50])=[C:41]([S:46]([NH2:49])(=[O:48])=[O:47])[C:42]([Cl:45])=[CH:43][CH:44]=1.C([N:53]([CH2:56]C)CC)C, predict the reaction product. The product is: [NH2:49][S:46]([C:41]1[C:40]([OH:50])=[C:39]([NH:38][C:56]([NH:53][C:10]2[S:11][C:12]3=[N:13][CH:14]=[CH:15][CH:16]=[C:17]3[C:9]=2[O:8][CH2:1][C:2]2[CH:3]=[CH:4][CH:5]=[CH:6][CH:7]=2)=[O:28])[CH:44]=[CH:43][C:42]=1[Cl:45])(=[O:48])=[O:47]. (3) Given the reactants [C:1]([O:5][C:6](=[O:22])[NH:7][C:8]1[CH:13]=[CH:12][C:11]([C:14](=O)[CH:15]=[CH:16][N:17](C)C)=[C:10]([Cl:21])[CH:9]=1)([CH3:4])([CH3:3])[CH3:2].O.[NH2:24]N, predict the reaction product. The product is: [C:1]([O:5][C:6](=[O:22])[NH:7][C:8]1[CH:13]=[CH:12][C:11]([C:14]2[CH:15]=[CH:16][NH:17][N:24]=2)=[C:10]([Cl:21])[CH:9]=1)([CH3:4])([CH3:3])[CH3:2]. (4) Given the reactants [F:1][C@@H:2]([C:16]1[CH:21]=[CH:20][CH:19]=[CH:18][CH:17]=1)[C@H:3]([NH:8][C:9](=[O:15])[O:10][C:11]([CH3:14])([CH3:13])[CH3:12])[CH:4]([OH:7])[CH2:5][OH:6].O([Si:30]([C:33]([CH3:36])([CH3:35])[CH3:34])([CH3:32])[CH3:31])S(C(F)(F)F)(=O)=O.C(=O)(O)[O-].[Na+], predict the reaction product. The product is: [Si:30]([O:7][CH:4]([CH2:5][O:6][Si:30]([C:33]([CH3:36])([CH3:35])[CH3:34])([CH3:32])[CH3:31])[CH:3]([NH:8][C:9](=[O:15])[O:10][C:11]([CH3:14])([CH3:13])[CH3:12])[C@H:2]([F:1])[C:16]1[CH:17]=[CH:18][CH:19]=[CH:20][CH:21]=1)([C:33]([CH3:36])([CH3:35])[CH3:34])([CH3:32])[CH3:31]. (5) Given the reactants [ClH:1].Cl.[NH2:3][C:4]1[CH:23]=[CH:22][C:7]2[CH:8]=[C:9]([C:11]([NH:13][C@@H:14]3[CH:19]4[CH2:20][CH2:21][N:16]([CH2:17][CH2:18]4)[CH2:15]3)=[O:12])[S:10][C:6]=2[CH:5]=1.C(N(CC)CC)C.[N+:31]([C:34]1[CH:39]=[CH:38][CH:37]=[CH:36][C:35]=1[N:40]=[C:41]=[O:42])([O-:33])=[O:32], predict the reaction product. The product is: [ClH:1].[N:16]12[CH2:21][CH2:20][CH:19]([CH2:18][CH2:17]1)[C@@H:14]([NH:13][C:11]([C:9]1[S:10][C:6]3[CH:5]=[C:4]([NH:3][C:41]([NH:40][C:35]4[CH:36]=[CH:37][CH:38]=[CH:39][C:34]=4[N+:31]([O-:33])=[O:32])=[O:42])[CH:23]=[CH:22][C:7]=3[CH:8]=1)=[O:12])[CH2:15]2. (6) Given the reactants [N+:1]([C:4]1[CH:17]=[CH:16][C:7]([O:8][C:9]2[CH:14]=[CH:13][N:12]=[C:11]([NH2:15])[CH:10]=2)=[CH:6][CH:5]=1)([O-:3])=[O:2].CCN(C(C)C)C(C)C.[CH3:27][O:28][CH2:29][C:30](Cl)=[O:31], predict the reaction product. The product is: [CH3:27][O:28][CH2:29][C:30]([NH:15][C:11]1[CH:10]=[C:9]([O:8][C:7]2[CH:16]=[CH:17][C:4]([N+:1]([O-:3])=[O:2])=[CH:5][CH:6]=2)[CH:14]=[CH:13][N:12]=1)=[O:31]. (7) The product is: [CH3:23][N:10]([CH2:9][C:6]1[CH:7]=[CH:8][N:3]=[CH:4][CH:5]=1)[C:11]([C:13]1[S:21][C:20]2[C:15](=[N:16][CH:17]=[CH:18][C:19]=2[Cl:22])[CH:14]=1)=[O:12]. Given the reactants [H-].[Na+].[N:3]1[CH:8]=[CH:7][C:6]([CH2:9][NH:10][C:11]([C:13]2[S:21][C:20]3[C:15](=[N:16][CH:17]=[CH:18][C:19]=3[Cl:22])[CH:14]=2)=[O:12])=[CH:5][CH:4]=1.[CH3:23]N(C=O)C, predict the reaction product. (8) Given the reactants [ClH:1].[NH2:2][C:3]1[CH:8]=[CH:7][C:6]([OH:9])=[C:5](Cl)[CH:4]=1.[H-].[Na+].Cl[C:14]1[CH:19]=[CH:18][N:17]=[C:16]([C:20]([NH2:22])=[O:21])[CH:15]=1, predict the reaction product. The product is: [NH2:2][C:3]1[CH:8]=[CH:7][C:6]([O:9][C:14]2[CH:19]=[CH:18][N:17]=[C:16]([C:20]([NH2:22])=[O:21])[CH:15]=2)=[CH:5][C:4]=1[Cl:1].